From a dataset of Catalyst prediction with 721,799 reactions and 888 catalyst types from USPTO. Predict which catalyst facilitates the given reaction. (1) Reactant: [CH:1]([C:4]1[C:5]([O:36]COC)=[CH:6][C:7]([O:32]COC)=[C:8]([C:10]2[N:11]([C:24]3[CH:29]=[CH:28][C:27]([O:30][CH3:31])=[CH:26][CH:25]=3)[C:12]([S:15]([CH2:18][CH2:19][CH2:20][N:21]([CH3:23])[CH3:22])(=[O:17])=[O:16])=[N:13][N:14]=2)[CH:9]=1)([CH3:3])[CH3:2].Cl.C(=O)([O-])O.[Na+]. Product: [CH3:23][N:21]([CH3:22])[CH2:20][CH2:19][CH2:18][S:15]([C:12]1[N:11]([C:24]2[CH:25]=[CH:26][C:27]([O:30][CH3:31])=[CH:28][CH:29]=2)[C:10]([C:8]2[CH:9]=[C:4]([CH:1]([CH3:3])[CH3:2])[C:5]([OH:36])=[CH:6][C:7]=2[OH:32])=[N:14][N:13]=1)(=[O:17])=[O:16]. The catalyst class is: 8. (2) Reactant: [C:1]([C:4]1[C:22](=[O:23])[C@@:8]2([CH3:24])[C:9]3[C:15]([OH:16])=[CH:14][C:13]([O:17][CH3:18])=[C:12]([C:19]([NH2:21])=[O:20])[C:10]=3[O:11][C:7]2=[CH:6][C:5]=1[OH:25])(=[O:3])[CH3:2].[CH3:26][C:27]1[CH:34]=[CH:33][CH:32]=[C:31]([CH3:35])[C:28]=1[CH:29]=O.C([SiH](CC)CC)C.FC(F)(F)C(O)=O. Product: [C:1]([C:4]1[C:22](=[O:23])[C@@:8]2([CH3:24])[C:9]3[C:15]([OH:16])=[CH:14][C:13]([O:17][CH3:18])=[C:12]([C:19]([NH:21][CH2:29][C:28]4[C:31]([CH3:35])=[CH:32][CH:33]=[CH:34][C:27]=4[CH3:26])=[O:20])[C:10]=3[O:11][C:7]2=[CH:6][C:5]=1[OH:25])(=[O:3])[CH3:2]. The catalyst class is: 10. (3) Reactant: [Li]CCCC.[CH2:6]([O:9][CH2:10][C:11]([O:13]CC)=O)[CH:7]=[CH2:8].I[CH2:17][Cl:18].CC(O)=O. Product: [CH2:6]([O:9][CH2:10][C:11]([CH2:17][Cl:18])=[O:13])[CH:7]=[CH2:8]. The catalyst class is: 116. (4) Reactant: C(O[C:6]([N:8]1[CH2:13][CH2:12][N:11]([C@H:14]2[CH2:19][CH2:18][N:17]([C:20](=[O:35])[C:21]3[CH:26]=[C:25]([C:27]([F:30])([F:29])[F:28])[CH:24]=[C:23]([C:31]([F:34])([F:33])[F:32])[CH:22]=3)[CH2:16][C@H:15]2[C:36]2[CH:41]=[CH:40][CH:39]=[CH:38][CH:37]=2)[CH2:10][CH2:9]1)=O)(C)(C)C.[CH2:42](OC1(O[Si](C)(C)C)CC1)[CH3:43]. Product: [F:32][C:31]([F:33])([F:34])[C:23]1[CH:22]=[C:21]([C:20]([N:17]2[CH2:18][CH2:19][CH:14]([N:11]3[CH2:12][CH2:13][N:8]([CH:6]4[CH2:43][CH2:42]4)[CH2:9][CH2:10]3)[CH:15]([C:36]3[CH:41]=[CH:40][CH:39]=[CH:38][CH:37]=3)[CH2:16]2)=[O:35])[CH:26]=[C:25]([C:27]([F:30])([F:28])[F:29])[CH:24]=1. The catalyst class is: 22. (5) Reactant: [NH2:1][C:2]1[C:11]([N+:12]([O-:14])=[O:13])=[CH:10][CH:9]=[C:8]([O:15][CH3:16])[C:3]=1[C:4]([O:6][CH3:7])=[O:5].[Br:17]Br. Product: [NH2:1][C:2]1[C:11]([N+:12]([O-:14])=[O:13])=[CH:10][C:9]([Br:17])=[C:8]([O:15][CH3:16])[C:3]=1[C:4]([O:6][CH3:7])=[O:5]. The catalyst class is: 4.